This data is from Forward reaction prediction with 1.9M reactions from USPTO patents (1976-2016). The task is: Predict the product of the given reaction. (1) Given the reactants [NH2:1][C@@H:2]([CH2:14][OH:15])[C@H:3]([C:5]1[CH:10]=[CH:9][C:8]([N+:11]([O-:13])=[O:12])=[CH:7][CH:6]=1)[OH:4].Br[CH2:17][CH2:18][CH2:19][CH2:20][N:21]1C(=O)C2=CC=CC=C2C1=O, predict the reaction product. The product is: [NH2:21][CH2:20][CH2:19][CH2:18][CH2:17][NH:1][C@H:2]([CH2:14][OH:15])[C@@H:3]([C:5]1[CH:6]=[CH:7][C:8]([N+:11]([O-:13])=[O:12])=[CH:9][CH:10]=1)[OH:4]. (2) The product is: [Cl:19][C:7]1[C:6]2[C:11](=[CH:12][CH:13]=[C:4]([O:3][CH2:1][CH3:2])[N:5]=2)[N:10]=[CH:9][C:8]=1[C:14]#[N:15]. Given the reactants [CH2:1]([O:3][C:4]1[N:5]=[C:6]2[C:11](=[CH:12][CH:13]=1)[N:10]=[CH:9][C:8]([C:14]#[N:15])=[C:7]2O)[CH3:2].O=P(Cl)(Cl)[Cl:19], predict the reaction product. (3) The product is: [F:14][C:15]1[CH:20]=[CH:19][C:18]([C:21]2[C:29]3[C:28]([N:30]4[CH2:35][CH2:34][CH:33]([NH:36][CH2:3][CH:2]([OH:1])[CH2:4][O:5][C:6]5[CH:11]=[CH:10][C:9]([CH2:12][OH:13])=[CH:8][CH:7]=5)[CH2:32][CH2:31]4)=[N:27][CH:26]=[N:25][C:24]=3[S:23][CH:22]=2)=[CH:17][CH:16]=1. Given the reactants [O:1]1[CH2:3][CH:2]1[CH2:4][O:5][C:6]1[CH:11]=[CH:10][C:9]([CH2:12][OH:13])=[CH:8][CH:7]=1.[F:14][C:15]1[CH:20]=[CH:19][C:18]([C:21]2[C:29]3[C:28]([N:30]4[CH2:35][CH2:34][CH:33]([NH2:36])[CH2:32][CH2:31]4)=[N:27][CH:26]=[N:25][C:24]=3[S:23][CH:22]=2)=[CH:17][CH:16]=1, predict the reaction product.